This data is from Catalyst prediction with 721,799 reactions and 888 catalyst types from USPTO. The task is: Predict which catalyst facilitates the given reaction. (1) Reactant: [CH3:1][O:2][C:3]1[CH:4]=[C:5]([CH:8]=[C:9]([O:13][CH3:14])[C:10]=1[O:11][CH3:12])[CH:6]=O.[N+:15]([CH3:18])([O-:17])=[O:16].C([O-])(=O)C.[NH4+]. Product: [CH3:1][O:2][C:3]1[CH:4]=[C:5]([CH:8]=[C:9]([O:13][CH3:14])[C:10]=1[O:11][CH3:12])/[CH:6]=[CH:18]/[N+:15]([O-:17])=[O:16]. The catalyst class is: 15. (2) Reactant: Cl.[F:2][C:3]1[CH:8]=[CH:7][C:6]([NH:9][NH2:10])=[CH:5][CH:4]=1.F[C:12]1[C:13]([CH:18]=O)=[N:14][CH:15]=[CH:16][CH:17]=1.C([O-])([O-])=O.[K+].[K+].CN(C=O)C. Product: [F:2][C:3]1[CH:8]=[CH:7][C:6]([N:9]2[C:12]3[C:13](=[N:14][CH:15]=[CH:16][CH:17]=3)[CH:18]=[N:10]2)=[CH:5][CH:4]=1. The catalyst class is: 6. (3) The catalyst class is: 20. Product: [Cl:1][C:2]1[N:7]=[CH:6][C:5]([CH2:8][C:9]([CH3:18])([C:14]([OH:16])=[O:15])[C:10]([OH:12])=[O:11])=[CH:4][CH:3]=1. Reactant: [Cl:1][C:2]1[N:7]=[CH:6][C:5]([CH2:8][C:9]([CH3:18])([C:14]([O:16]C)=[O:15])[C:10]([O:12]C)=[O:11])=[CH:4][CH:3]=1.O.[OH-].[Li+].Cl. (4) Reactant: [Cl:1][C:2]1[CH:22]=[CH:21][C:5]([O:6][CH:7]2[CH2:12][CH2:11][N:10](C(OC(C)(C)C)=O)[CH:9]([CH3:20])[CH2:8]2)=[CH:4][CH:3]=1.Cl. Product: [ClH:1].[Cl:1][C:2]1[CH:22]=[CH:21][C:5]([O:6][CH:7]2[CH2:12][CH2:11][NH:10][CH:9]([CH3:20])[CH2:8]2)=[CH:4][CH:3]=1. The catalyst class is: 12.